Regression. Given a peptide amino acid sequence and an MHC pseudo amino acid sequence, predict their binding affinity value. This is MHC class I binding data. From a dataset of Peptide-MHC class I binding affinity with 185,985 pairs from IEDB/IMGT. (1) The peptide sequence is LMMSSPPPI. The MHC is BoLA-D18.4 with pseudo-sequence BoLA-D18.4. The binding affinity (normalized) is 0.834. (2) The binding affinity (normalized) is 0.197. The peptide sequence is LRQRLLRARGE. The MHC is Mamu-B03 with pseudo-sequence Mamu-B03. (3) The peptide sequence is RLRPGGKKKY. The MHC is HLA-A02:03 with pseudo-sequence HLA-A02:03. The binding affinity (normalized) is 0.262. (4) The peptide sequence is HLHAPTGSGK. The MHC is HLA-A03:01 with pseudo-sequence HLA-A03:01. The binding affinity (normalized) is 0.738.